The task is: Predict which catalyst facilitates the given reaction.. This data is from Catalyst prediction with 721,799 reactions and 888 catalyst types from USPTO. Reactant: N(CN[C:5](N)=[O:6])=O.[OH-].[K+].[F:10][C:11]1[CH:12]=[C:13]2[C:17](=[CH:18][CH:19]=1)[CH2:16][C:15]([CH3:20])=[C:14]2[CH2:21][C:22](O)=[O:23].N#N. Product: [F:10][C:11]1[CH:12]=[C:13]2[C:17](=[CH:18][CH:19]=1)[CH2:16][C:15]([CH3:20])=[C:14]2[CH2:21][C:22]([O:6][CH3:5])=[O:23]. The catalyst class is: 268.